Task: Predict the reaction yield, written as a fraction of the theoretical maximum amount of product (1.0 means a 100% yield; for example, 0.34 means a 34% yield).. Dataset: Reaction yield outcomes from USPTO patents with 853,638 reactions The reactants are [OH:1][C:2]1[CH:7]=[CH:6][C:5]([OH:8])=[CH:4][C:3]=1[C:9](=[O:11])[CH3:10].[CH3:12][O:13][CH2:14][CH2:15]Br.C(=O)([O-])[O-].[K+].[K+]. The catalyst is C(#N)C. The product is [OH:1][C:2]1[CH:7]=[CH:6][C:5]([O:8][CH2:15][CH2:14][O:13][CH3:12])=[CH:4][C:3]=1[C:9](=[O:11])[CH3:10]. The yield is 0.500.